From a dataset of Catalyst prediction with 721,799 reactions and 888 catalyst types from USPTO. Predict which catalyst facilitates the given reaction. (1) Reactant: [Br:1][C:2]1[CH:3]=[C:4]2[C:8](=[N:9][CH:10]=1)[NH:7][CH:6]=[CH:5]2.CN(C)C=O.[H-].[Na+].[CH:18]([Si:21](Cl)([CH:25]([CH3:27])[CH3:26])[CH:22]([CH3:24])[CH3:23])([CH3:20])[CH3:19]. Product: [Br:1][C:2]1[CH:3]=[C:4]2[CH:5]=[CH:6][N:7]([Si:21]([CH:25]([CH3:27])[CH3:26])([CH:22]([CH3:24])[CH3:23])[CH:18]([CH3:20])[CH3:19])[C:8]2=[N:9][CH:10]=1. The catalyst class is: 6. (2) Reactant: [F:1][C:2]1[CH:7]=[C:6]([F:8])[CH:5]=[CH:4][C:3]=1[NH2:9].N1C=CC=CC=1.[CH2:16]([S:19](Cl)(=[O:21])=[O:20])[CH2:17][CH3:18].Cl. Product: [F:1][C:2]1[CH:7]=[C:6]([F:8])[CH:5]=[CH:4][C:3]=1[NH:9][S:19]([CH2:16][CH2:17][CH3:18])(=[O:21])=[O:20]. The catalyst class is: 4. (3) The catalyst class is: 3. Product: [Cl:32][C:29]1[N:28]=[CH:27][C:26]([N:17]2[C:16]3[N:33]4[CH:34]=[C:10]([N:9]=[CH:3][N:4]([CH3:6])[CH3:5])[CH:11]=[CH:12][C:13]4=[N:14][C:15]=3[C:24]3[C:19](=[CH:20][CH:21]=[CH:22][CH:23]=3)[C:18]2=[O:25])=[CH:31][CH:30]=1. Reactant: CO[CH:3](OC)[N:4]([CH3:6])[CH3:5].[NH2:9][C:10]1[CH:11]=[CH:12][C:13]2[N:33]([CH:34]=1)[C:16]1[N:17]([C:26]3[CH:27]=[N:28][C:29]([Cl:32])=[CH:30][CH:31]=3)[C:18](=[O:25])[C:19]3[C:24]([C:15]=1[N:14]=2)=[CH:23][CH:22]=[CH:21][CH:20]=3. (4) Reactant: [C:1]([C:4]1[CH:9]=[CH:8][C:7]([NH:10]/[C:11](=[C:18]2\[C:19](=[O:27])[NH:20][C:21]3[C:26]\2=[CH:25][CH:24]=[CH:23][CH:22]=3)/[C:12]2[CH:17]=[CH:16][CH:15]=[CH:14][CH:13]=2)=[CH:6][CH:5]=1)([OH:3])=O.Cl.CN.[CH3:31][N:32](C(ON1N=NC2C=CC=CC1=2)=[N+](C)C)C.[B-](F)(F)(F)F.C1C=CC2N(O)N=NC=2C=1.C(N(C(C)C)C(C)C)C. Product: [CH3:31][NH:32][C:1]([C:4]1[CH:5]=[CH:6][C:7]([NH:10]/[C:11](=[C:18]2\[C:19](=[O:27])[NH:20][C:21]3[C:26]\2=[CH:25][CH:24]=[CH:23][CH:22]=3)/[C:12]2[CH:17]=[CH:16][CH:15]=[CH:14][CH:13]=2)=[CH:8][CH:9]=1)=[O:3]. The catalyst class is: 3.